This data is from Forward reaction prediction with 1.9M reactions from USPTO patents (1976-2016). The task is: Predict the product of the given reaction. Given the reactants [C:1]([C:4]1[CH:5]=[N:6][C:7]2[C:12]([C:13]=1[NH:14][CH:15]1[CH2:20][CH2:19][CH:18]([NH:21][C:22](=[O:35])[CH:23]([NH:27]C(=O)OC(C)(C)C)[CH:24]([CH3:26])[CH3:25])[CH2:17][CH2:16]1)=[N:11][C:10]([C:36]1[CH:41]=[C:40]([Cl:42])[C:39]([OH:43])=[C:38]([Cl:44])[CH:37]=1)=[CH:9][CH:8]=2)(=[O:3])[CH3:2].[ClH:45], predict the reaction product. The product is: [ClH:42].[ClH:45].[C:1]([C:4]1[CH:5]=[N:6][C:7]2[C:12]([C:13]=1[NH:14][C@H:15]1[CH2:20][CH2:19][C@H:18]([NH:21][C:22](=[O:35])[CH:23]([NH2:27])[CH:24]([CH3:26])[CH3:25])[CH2:17][CH2:16]1)=[N:11][C:10]([C:36]1[CH:37]=[C:38]([Cl:44])[C:39]([OH:43])=[C:40]([Cl:42])[CH:41]=1)=[CH:9][CH:8]=2)(=[O:3])[CH3:2].